Dataset: Full USPTO retrosynthesis dataset with 1.9M reactions from patents (1976-2016). Task: Predict the reactants needed to synthesize the given product. (1) Given the product [CH3:42][N:41]([CH3:43])[C:38]1[N:37]=[CH:36][C:35]([C:31]2[CH:30]=[C:29]([C:27]3[CH2:26][C:25](=[O:44])[NH:24][C:9]4[CH:10]=[C:11]([C:20]([F:22])([F:21])[F:23])[C:12]([O:14][CH2:15][C:16]([F:19])([F:17])[F:18])=[CH:13][C:8]=4[N:7]=3)[CH:34]=[CH:33][CH:32]=2)=[CH:40][CH:39]=1, predict the reactants needed to synthesize it. The reactants are: C(OC(=O)[NH:7][C:8]1[CH:13]=[C:12]([O:14][CH2:15][C:16]([F:19])([F:18])[F:17])[C:11]([C:20]([F:23])([F:22])[F:21])=[CH:10][C:9]=1[NH:24][C:25](=[O:44])[CH2:26][C:27]([C:29]1[CH:34]=[CH:33][CH:32]=[C:31]([C:35]2[CH:36]=[N:37][C:38]([N:41]([CH3:43])[CH3:42])=[CH:39][CH:40]=2)[CH:30]=1)=O)(C)(C)C.C(O)(C(F)(F)F)=O. (2) Given the product [CH:7]1[C:2]([C:1]([O:8][OH:9])=[O:19])=[CH:3][CH:4]=[CH:5][CH:6]=1, predict the reactants needed to synthesize it. The reactants are: [CH2:1]([O:8][O:9]CC1C=CC=CC=1)[C:2]1[CH:7]=[CH:6][CH:5]=[CH:4][CH:3]=1.[Na].S(=O)(=O)(O)[OH:19].